This data is from Full USPTO retrosynthesis dataset with 1.9M reactions from patents (1976-2016). The task is: Predict the reactants needed to synthesize the given product. (1) Given the product [C:17]([C:18]1[CH:6]=[CH:7][C:8]([B:32]([OH:33])[OH:31])=[CH:3][C:4]=1[F:10])(=[O:16])[CH3:11], predict the reactants needed to synthesize it. The reactants are: C([C:3]1[CH:8]=[CH:7][C:6](Br)=C[C:4]=1[F:10])#N.[CH3:11][Mg+].[Br-].CC[O:16][CH2:17][CH3:18].C([Li])CCC.CCCCCC.C[O:31][B:32](OC)[O:33]C. (2) The reactants are: [OH:1][C@@H:2]([C@H:4]1[C:10](=[O:11])[N:9]2[C@@H:5]1[S:6][C:7]([C@H:18]1[CH2:22][CH2:21][CH2:20][O:19]1)=[C:8]2[C:12]([O:14]CC=C)=[O:13])[CH3:3].C1(P(C2C=CC=CC=2)C2C=CC=CC=2)C=CC=CC=1.[Na].C(C(CCCC)C([O-])=O)C.O. Given the product [CH3:3][C@@H:2]([OH:1])[C@H:4]1[C:10](=[O:11])[N:9]2[C:8]([C:12]([OH:14])=[O:13])=[C:7]([C@@H:18]3[O:19][CH2:20][CH2:21][CH2:22]3)[S:6][C@H:5]12, predict the reactants needed to synthesize it. (3) Given the product [CH2:17]([O:16][C:14](=[O:15])[C:13](=[CH:12][NH:8][C:5]1[CH:6]=[CH:7][C:2]([F:1])=[CH:3][CH:4]=1)[C:19]([O:21][CH2:22][CH3:23])=[O:20])[CH3:18], predict the reactants needed to synthesize it. The reactants are: [F:1][C:2]1[CH:7]=[CH:6][C:5]([NH2:8])=[CH:4][CH:3]=1.C(O[CH:12]=[C:13]([C:19]([O:21][CH2:22][CH3:23])=[O:20])[C:14]([O:16][CH2:17][CH3:18])=[O:15])C. (4) Given the product [Cl:1][C:2]1[CH:3]=[CH:4][C:5]([NH:8][C:9](=[O:28])[C:10]2[CH:15]=[C:14]([F:16])[CH:13]=[CH:12][C:11]=2[NH:17][C:18](=[O:27])[C:19]2[CH:24]=[CH:23][C:22]([F:25])=[CH:21][C:20]=2[O:26][CH:30]2[CH2:39][CH2:38][C:33]3([O:37][CH2:36][CH2:35][O:34]3)[CH2:32][CH2:31]2)=[N:6][CH:7]=1, predict the reactants needed to synthesize it. The reactants are: [Cl:1][C:2]1[CH:3]=[CH:4][C:5]([NH:8][C:9](=[O:28])[C:10]2[CH:15]=[C:14]([F:16])[CH:13]=[CH:12][C:11]=2[NH:17][C:18](=[O:27])[C:19]2[CH:24]=[CH:23][C:22]([F:25])=[CH:21][C:20]=2[OH:26])=[N:6][CH:7]=1.O[CH:30]1[CH2:39][CH2:38][C:33]2([O:37][CH2:36][CH2:35][O:34]2)[CH2:32][CH2:31]1.C1(P(C2C=CC=CC=2)C2C=CC=CC=2)C=CC=CC=1.N(C(OC(C)C)=O)=NC(OC(C)C)=O. (5) Given the product [NH2:35][C:8]1[CH:7]=[C:4]([CH:3]=[C:2]([CH3:1])[C:9]=1[C:10]#[C:11][CH2:12][C:13]([OH:34])([CH2:18][C:19]1([CH3:33])[C:28]2[C:23](=[CH:24][CH:25]=[C:26]([S:29]([CH3:32])(=[O:31])=[O:30])[CH:27]=2)[O:22][CH2:21][CH2:20]1)[C:14]([F:17])([F:15])[F:16])[C:5]#[N:6], predict the reactants needed to synthesize it. The reactants are: [CH3:1][C:2]1[CH:3]=[C:4]([CH:7]=[C:8]([N+:35]([O-])=O)[C:9]=1[C:10]#[C:11][CH2:12][C:13]([OH:34])([CH2:18][C:19]1([CH3:33])[C:28]2[C:23](=[CH:24][CH:25]=[C:26]([S:29]([CH3:32])(=[O:31])=[O:30])[CH:27]=2)[O:22][CH2:21][CH2:20]1)[C:14]([F:17])([F:16])[F:15])[C:5]#[N:6]. (6) Given the product [C:62]([O:61][C@@H:55]([C:46]1[C:45]([CH3:66])=[CH:44][C:42]2[N:43]=[C:39]([C:2]3[CH:7]=[CH:6][C:5]([N+:8]([O-:10])=[O:9])=[C:4]([F:11])[CH:3]=3)[S:40][C:41]=2[C:47]=1[C:48]1[CH:49]=[CH:50][C:51]([Cl:54])=[CH:52][CH:53]=1)[C:56]([O:58][CH2:59][CH3:60])=[O:57])([CH3:63])([CH3:64])[CH3:65], predict the reactants needed to synthesize it. The reactants are: Br[C:2]1[CH:7]=[CH:6][C:5]([N+:8]([O-:10])=[O:9])=[C:4]([F:11])[CH:3]=1.B1(B2OC(C)(C)C(C)(C)O2)OC(C)(C)C(C)(C)O1.C(Cl)Cl.CC([O-])=O.[K+].Br[C:39]1[S:40][C:41]2[C:47]([C:48]3[CH:53]=[CH:52][C:51]([Cl:54])=[CH:50][CH:49]=3)=[C:46]([C@H:55]([O:61][C:62]([CH3:65])([CH3:64])[CH3:63])[C:56]([O:58][CH2:59][CH3:60])=[O:57])[C:45]([CH3:66])=[CH:44][C:42]=2[N:43]=1.C([O-])([O-])=O.[K+].[K+]. (7) Given the product [OH:17][C@@H:18]1[CH2:22][C@H:21]([OH:23])[C@H:20]([CH2:24]/[CH:25]=[CH:26]\[CH2:27][CH2:28][CH2:29][C:30]([O:32][CH2:33][CH2:34][O:35][C:36]2[CH:41]=[C:40]([CH2:42][N:1]3[CH2:5][CH2:4][C@@H:3]([NH:6][C:7]4[CH:16]=[CH:15][CH:14]=[C:13]5[C:8]=4[CH:9]=[CH:10][N:11]=[CH:12]5)[CH2:2]3)[CH:39]=[CH:38][C:37]=2[CH3:44])=[O:31])[C@H:19]1[CH2:45][CH2:46][C@@H:47]([OH:56])[CH2:48][CH2:49][C:50]1[CH:55]=[CH:54][CH:53]=[CH:52][CH:51]=1, predict the reactants needed to synthesize it. The reactants are: [NH:1]1[CH2:5][CH2:4][C@@H:3]([NH:6][C:7]2[C:8]3[CH:9]=[CH:10][N:11]=[CH:12][C:13]=3[CH:14]=[CH:15][CH:16]=2)[CH2:2]1.[OH:17][C@@H:18]1[CH2:22][C@H:21]([OH:23])[C@H:20]([CH2:24]/[CH:25]=[CH:26]\[CH2:27][CH2:28][CH2:29][C:30]([O:32][CH2:33][CH2:34][O:35][C:36]2[CH:41]=[C:40]([CH:42]=O)[CH:39]=[CH:38][C:37]=2[CH3:44])=[O:31])[C@H:19]1[CH2:45][CH2:46][C@@H:47]([OH:56])[CH2:48][CH2:49][C:50]1[CH:55]=[CH:54][CH:53]=[CH:52][CH:51]=1.C(O)(=O)C.C(O[BH-](OC(=O)C)OC(=O)C)(=O)C.[Na+]. (8) Given the product [CH:1]1([CH2:4][O:5][C:6]2[CH:7]=[CH:8][CH:9]=[C:10]3[C:15]=2[N:14]=[C:13]([C:16]2[N:39]4[CH:38]=[C:37]([CH:32]([N:29]5[CH2:30][CH2:31][C@H:27]([NH:19][CH3:18])[CH2:28]5)[C:33]([F:34])([F:36])[F:35])[CH:42]=[CH:41][C:40]4=[N:43][N:44]=2)[CH:12]=[CH:11]3)[CH2:3][CH2:2]1, predict the reactants needed to synthesize it. The reactants are: [CH:1]1([CH2:4][O:5][C:6]2[CH:7]=[CH:8][CH:9]=[C:10]3[C:15]=2[N:14]=[C:13]([CH:16]=O)[CH:12]=[CH:11]3)[CH2:3][CH2:2]1.[CH3:18][N:19]([C@H:27]1[CH2:31][CH2:30][N:29]([CH:32]([C:37]2[CH:38]=[N:39][C:40]([NH:43][NH2:44])=[CH:41][CH:42]=2)[C:33]([F:36])([F:35])[F:34])[CH2:28]1)C(=O)OC(C)(C)C.C(O)(=O)C.C(O)(=O)C.IC1C=CC=CC=1. (9) Given the product [CH:20]1([N:23]=[C:14]([C:12]2[CH:11]=[C:10]([O:17][CH3:18])[N:9]=[C:8]([CH2:7][CH2:6][CH2:5][NH:4][C:3](=[O:19])[O:2][CH3:1])[CH:13]=2)[CH3:15])[CH2:22][CH2:21]1, predict the reactants needed to synthesize it. The reactants are: [CH3:1][O:2][C:3](=[O:19])[NH:4][CH2:5][CH2:6][CH2:7][C:8]1[CH:13]=[C:12]([C:14](=O)[CH3:15])[CH:11]=[C:10]([O:17][CH3:18])[N:9]=1.[CH:20]1([NH2:23])[CH2:22][CH2:21]1.C(O)(=O)C.